This data is from Peptide-MHC class II binding affinity with 134,281 pairs from IEDB. The task is: Regression. Given a peptide amino acid sequence and an MHC pseudo amino acid sequence, predict their binding affinity value. This is MHC class II binding data. (1) The peptide sequence is YANYRDIDLGRNEVV. The MHC is HLA-DQA10501-DQB10301 with pseudo-sequence HLA-DQA10501-DQB10301. The binding affinity (normalized) is 0.604. (2) The peptide sequence is ITAHLKRLWKMLDPR. The MHC is HLA-DQA10201-DQB10402 with pseudo-sequence HLA-DQA10201-DQB10402. The binding affinity (normalized) is 0.